From a dataset of Forward reaction prediction with 1.9M reactions from USPTO patents (1976-2016). Predict the product of the given reaction. (1) Given the reactants [CH3:1][Si:2]([CH3:22])([CH3:21])[CH:3]1[CH2:12][CH2:11][C:10]2[N:9]=[C:8]3[S:13][C:14]([C:16](OCC)=[O:17])=[CH:15][C:7]3=[CH:6][C:5]=2[CH2:4]1.C(C1C(=O)C(Cl)=C(Cl)C(=O)C=1C#N)#[N:24].[C:37]1([CH3:43])C=CC=CC=1, predict the reaction product. The product is: [CH2:37]([C:15]1[C:7]2[C:8](=[N:9][C:10]3[C:5]([CH:6]=2)=[CH:4][C:3]([Si:2]([CH3:21])([CH3:1])[CH3:22])=[CH:12][CH:11]=3)[S:13][C:14]=1[C:16]([NH2:24])=[O:17])[CH3:43]. (2) The product is: [C:1]([C:4]1[C:22](=[O:23])[C@@:8]2([CH3:24])[C:9]3[C:15]([OH:16])=[CH:14][C:13]([O:17][CH3:18])=[C:12]([C:19]([NH:21][CH2:30][C:29]4[CH:32]=[CH:33][CH:34]=[CH:27][C:28]=4[F:42])=[O:20])[C:10]=3[O:11][C:7]2=[CH:6][C:5]=1[OH:25])(=[O:3])[CH3:2]. Given the reactants [C:1]([C:4]1[C:22](=[O:23])[C@@:8]2([CH3:24])[C:9]3[C:15]([OH:16])=[CH:14][C:13]([O:17][CH3:18])=[C:12]([C:19]([NH2:21])=[O:20])[C:10]=3[O:11][C:7]2=[CH:6][C:5]=1[OH:25])(=[O:3])[CH3:2].F[C:27]1[CH:28]=[C:29]([CH:32]=[CH:33][CH:34]=1)[CH:30]=O.C([SiH](CC)CC)C.[F:42]C(F)(F)C(O)=O, predict the reaction product. (3) Given the reactants Br[C:2]1[C:10]2[N:9]3[CH2:11][CH2:12][NH:13][C:14](=[O:15])[C:8]3=[CH:7][C:6]=2[CH:5]=[C:4]([C:16]#[N:17])[CH:3]=1.[F:18][C:19]1[CH:24]=[CH:23][C:22](B(O)O)=[CH:21][C:20]=1[CH3:28], predict the reaction product. The product is: [F:18][C:19]1[CH:24]=[CH:23][C:22]([C:2]2[C:10]3[N:9]4[CH2:11][CH2:12][NH:13][C:14](=[O:15])[C:8]4=[CH:7][C:6]=3[CH:5]=[C:4]([C:16]#[N:17])[CH:3]=2)=[CH:21][C:20]=1[CH3:28]. (4) Given the reactants [N:1]1[CH:6]=[CH:5][CH:4]=[CH:3][C:2]=1[C:7](=O)[CH2:8][C:9]1[C:18]2[C:13](=[CH:14][CH:15]=[CH:16][CH:17]=2)[N:12]=[CH:11][CH:10]=1.N1C=CC=CC=1.[NH2:26][N:27]1[CH2:31][CH:30]([C:32]2[CH:37]=[CH:36][CH:35]=[C:34]([O:38][CH3:39])[CH:33]=2)[CH2:29][C:28]1=[O:40], predict the reaction product. The product is: [CH3:39][O:38][C:34]1[CH:33]=[C:32]([CH:30]2[CH2:31][N:27]([N:26]=[C:7]([C:2]3[CH:3]=[CH:4][CH:5]=[CH:6][N:1]=3)[CH2:8][C:9]3[C:18]4[C:13](=[CH:14][CH:15]=[CH:16][CH:17]=4)[N:12]=[CH:11][CH:10]=3)[C:28](=[O:40])[CH2:29]2)[CH:37]=[CH:36][CH:35]=1. (5) Given the reactants [C:1]([C:4]1[CH:5]=[C:6]([CH:12]=[CH:13][CH:14]=1)[C:7]([N:9]([CH3:11])[CH3:10])=[O:8])(=[O:3])[CH3:2].[Br:15]Br, predict the reaction product. The product is: [Br:15][CH2:2][C:1]([C:4]1[CH:5]=[C:6]([CH:12]=[CH:13][CH:14]=1)[C:7]([N:9]([CH3:11])[CH3:10])=[O:8])=[O:3].